This data is from Forward reaction prediction with 1.9M reactions from USPTO patents (1976-2016). The task is: Predict the product of the given reaction. (1) Given the reactants Cl.[CH3:2][O:3][C:4]1[C:9]2[N:10]=[C:11]([C:13]3[NH:22][C:16]4[CH2:17][CH2:18][NH:19][CH2:20][CH2:21][C:15]=4[N:14]=3)[S:12][C:8]=2[C:7]([N:23]2[CH2:28][CH2:27][O:26][CH2:25][CH2:24]2)=[CH:6][CH:5]=1.C(N(C(C)C)C(C)C)C.[C:38](Cl)(=[O:43])[C:39]([CH3:42])([CH3:41])[CH3:40], predict the reaction product. The product is: [CH3:2][O:3][C:4]1[C:9]2[N:10]=[C:11]([C:13]3[NH:22][C:16]4[CH2:17][CH2:18][N:19]([C:38](=[O:43])[C:39]([CH3:42])([CH3:41])[CH3:40])[CH2:20][CH2:21][C:15]=4[N:14]=3)[S:12][C:8]=2[C:7]([N:23]2[CH2:24][CH2:25][O:26][CH2:27][CH2:28]2)=[CH:6][CH:5]=1. (2) Given the reactants [Cl:1][C:2]1[C:3]([O:21][CH3:22])=[CH:4][CH:5]=[C:6]2[C:11]=1[N:10]=[C:9]([C:12]1[S:13][CH:14]=[C:15]([CH:17]3[CH2:19][CH2:18]3)[N:16]=1)[CH:8]=[C:7]2O.O=P(Cl)(Cl)[Cl:25], predict the reaction product. The product is: [Cl:25][C:7]1[C:6]2[C:11](=[C:2]([Cl:1])[C:3]([O:21][CH3:22])=[CH:4][CH:5]=2)[N:10]=[C:9]([C:12]2[S:13][CH:14]=[C:15]([CH:17]3[CH2:19][CH2:18]3)[N:16]=2)[CH:8]=1. (3) Given the reactants [CH3:1][C:2]1[CH:7]=[C:6]([CH3:8])[N:5]=[C:4]([N:9]2[C@@H:16]3[C@@H:11]([CH2:12][CH2:13][NH:14][CH2:15]3)[CH2:10]2)[N:3]=1.[S:17]1[CH:21]=[CH:20][CH:19]=[C:18]1[C:22]1[CH:30]=[CH:29][CH:28]=[CH:27][C:23]=1[C:24](O)=[O:25].CN(C(ON1N=NC2C=CC=NC1=2)=[N+](C)C)C.F[P-](F)(F)(F)(F)F.C(N(C(C)C)CC)(C)C, predict the reaction product. The product is: [CH3:8][C:6]1[CH:7]=[C:2]([CH3:1])[N:3]=[C:4]([N:9]2[C@@H:16]3[C@@H:11]([CH2:12][CH2:13][N:14]([C:24]([C:23]4[CH:27]=[CH:28][CH:29]=[CH:30][C:22]=4[C:18]4[S:17][CH:21]=[CH:20][CH:19]=4)=[O:25])[CH2:15]3)[CH2:10]2)[N:5]=1. (4) Given the reactants [CH2:1]([CH:5]([CH2:11][C:12]1[CH:17]=[CH:16][C:15]([O:18][CH2:19][CH2:20][NH:21][C:22]([C:24]2[CH:25]=[CH:26][C:27]([O:30][C:31]3[CH:36]=[CH:35][CH:34]=[CH:33][CH:32]=3)=[N:28][CH:29]=2)=[O:23])=[CH:14][CH:13]=1)[C:6]([O:8]CC)=[O:7])[CH2:2][CH2:3][CH3:4].[OH-].[Na+], predict the reaction product. The product is: [CH2:1]([CH:5]([CH2:11][C:12]1[CH:13]=[CH:14][C:15]([O:18][CH2:19][CH2:20][NH:21][C:22]([C:24]2[CH:25]=[CH:26][C:27]([O:30][C:31]3[CH:36]=[CH:35][CH:34]=[CH:33][CH:32]=3)=[N:28][CH:29]=2)=[O:23])=[CH:16][CH:17]=1)[C:6]([OH:8])=[O:7])[CH2:2][CH2:3][CH3:4]. (5) Given the reactants C(O[BH-](OC(=O)C)OC(=O)C)(=O)C.[Na+].[NH2:15][C:16]1[CH:17]=[C:18]([CH:21]=[CH:22][C:23]=1[N:24]1[C:32]2[C:27](=[C:28]([N:33]3[CH:37]=[C:36]([C:38]4[CH:39]=[N:40][CH:41]=[CH:42][CH:43]=4)[N:35]=[CH:34]3)[CH:29]=[CH:30][CH:31]=2)[C:26]([CH:44]([CH3:46])[CH3:45])=[N:25]1)[C:19]#[N:20].FC(F)(F)C(O)=O.[CH3:54][C:55]([CH3:57])=O, predict the reaction product. The product is: [CH:44]([C:26]1[C:27]2[C:32](=[CH:31][CH:30]=[CH:29][C:28]=2[N:33]2[CH:37]=[C:36]([C:38]3[CH:39]=[N:40][CH:41]=[CH:42][CH:43]=3)[N:35]=[CH:34]2)[N:24]([C:23]2[CH:22]=[CH:21][C:18]([C:19]#[N:20])=[CH:17][C:16]=2[NH:15][CH:55]([CH3:57])[CH3:54])[N:25]=1)([CH3:46])[CH3:45]. (6) Given the reactants [Si:1]([O:8][CH2:9][C:10]1[CH:20]=[CH:19][CH:18]=[C:17]([O:21]COC)[C:11]=1[C:12]([O:14][CH2:15][CH3:16])=[O:13])([C:4]([CH3:7])([CH3:6])[CH3:5])([CH3:3])[CH3:2].FC(F)(F)C(O)=O.O, predict the reaction product. The product is: [Si:1]([O:8][CH2:9][C:10]1[CH:20]=[CH:19][CH:18]=[C:17]([OH:21])[C:11]=1[C:12]([O:14][CH2:15][CH3:16])=[O:13])([C:4]([CH3:7])([CH3:5])[CH3:6])([CH3:3])[CH3:2]. (7) The product is: [NH:1]1[C:9]2[C:4](=[N+:5]([O-:18])[CH:6]=[CH:7][CH:8]=2)[CH:3]=[CH:2]1. Given the reactants [NH:1]1[C:9]2[C:4](=[N:5][CH:6]=[CH:7][CH:8]=2)[CH:3]=[CH:2]1.C1C=C(Cl)C=C(C(OO)=[O:18])C=1, predict the reaction product. (8) The product is: [Br:1][CH2:2][CH2:3][CH2:4][C:5]([CH3:17])([C:11]1[CH:16]=[CH:15][CH:14]=[CH:13][CH:12]=1)[CH2:6][OH:7]. Given the reactants [Br:1][CH2:2][CH2:3][CH2:4][C:5]([CH3:17])([C:11]1[CH:16]=[CH:15][CH:14]=[CH:13][CH:12]=1)[C:6](OCC)=[O:7].[Li+].[BH4-].CO, predict the reaction product. (9) Given the reactants FC1C=C2C(C(I)=CN2S(C2C=CC=CC=2)(=O)=O)=CC=1.[F:21][C:22]1[CH:30]=[C:29]2[C:25]([C:26]([C:40]3[CH:41]=[C:42]4[C:46](=[CH:47][CH:48]=3)[N:45]([CH2:49][C:50]([NH2:52])=[O:51])[N:44]=[CH:43]4)=[CH:27][N:28]2S(C2C=CC=CC=2)(=O)=O)=[CH:24][CH:23]=1.FC1C=C2C(C(C3C=CC4C(=CN(CC(N)=O)N=4)C=3)=CN2S(C2C=CC=CC=2)(=O)=O)=CC=1, predict the reaction product. The product is: [F:21][C:22]1[CH:30]=[C:29]2[C:25]([C:26]([C:40]3[CH:41]=[C:42]4[C:46](=[CH:47][CH:48]=3)[N:45]([CH2:49][C:50]([NH2:52])=[O:51])[N:44]=[CH:43]4)=[CH:27][NH:28]2)=[CH:24][CH:23]=1.